From a dataset of NCI-60 drug combinations with 297,098 pairs across 59 cell lines. Regression. Given two drug SMILES strings and cell line genomic features, predict the synergy score measuring deviation from expected non-interaction effect. (1) Drug 1: C1=CC(=CC=C1CCCC(=O)O)N(CCCl)CCCl. Drug 2: COC1=C2C(=CC3=C1OC=C3)C=CC(=O)O2. Cell line: SNB-75. Synergy scores: CSS=8.37, Synergy_ZIP=-7.51, Synergy_Bliss=-8.36, Synergy_Loewe=-10.7, Synergy_HSA=-8.87. (2) Drug 1: C(=O)(N)NO. Drug 2: C1=CC=C(C(=C1)C(C2=CC=C(C=C2)Cl)C(Cl)Cl)Cl. Cell line: MOLT-4. Synergy scores: CSS=-33.5, Synergy_ZIP=35.2, Synergy_Bliss=50.5, Synergy_Loewe=-9.36, Synergy_HSA=-3.39. (3) Drug 1: C1=NC2=C(N=C(N=C2N1C3C(C(C(O3)CO)O)O)F)N. Drug 2: CC1=C(C=C(C=C1)C(=O)NC2=CC(=CC(=C2)C(F)(F)F)N3C=C(N=C3)C)NC4=NC=CC(=N4)C5=CN=CC=C5. Cell line: RPMI-8226. Synergy scores: CSS=3.06, Synergy_ZIP=1.97, Synergy_Bliss=3.38, Synergy_Loewe=2.20, Synergy_HSA=0.499. (4) Drug 1: CC1=C(C=C(C=C1)C(=O)NC2=CC(=CC(=C2)C(F)(F)F)N3C=C(N=C3)C)NC4=NC=CC(=N4)C5=CN=CC=C5. Drug 2: CCN(CC)CCNC(=O)C1=C(NC(=C1C)C=C2C3=C(C=CC(=C3)F)NC2=O)C. Cell line: HOP-62. Synergy scores: CSS=1.09, Synergy_ZIP=2.57, Synergy_Bliss=4.15, Synergy_Loewe=-1.06, Synergy_HSA=-0.602.